From a dataset of Catalyst prediction with 721,799 reactions and 888 catalyst types from USPTO. Predict which catalyst facilitates the given reaction. (1) Reactant: [CH3:1][C@@H:2]1[CH2:11][C:10]2[C:5](=[CH:6][CH:7]=[C:8]([CH:12]3[CH2:14][O:13]3)[CH:9]=2)[C:4](=[O:15])[O:3]1.[OH:16][CH2:17][C@H:18]1[NH:23][CH2:22][CH2:21][N:20]([C:24]([O:26][C:27]([CH3:30])([CH3:29])[CH3:28])=[O:25])[CH2:19]1. Product: [OH:13][CH:12]([C:8]1[CH:9]=[C:10]2[C:5](=[CH:6][CH:7]=1)[C:4](=[O:15])[O:3][C@H:2]([CH3:1])[CH2:11]2)[CH2:14][N:23]1[CH2:22][CH2:21][N:20]([C:24]([O:26][C:27]([CH3:28])([CH3:29])[CH3:30])=[O:25])[CH2:19][C@H:18]1[CH2:17][OH:16]. The catalyst class is: 8. (2) Reactant: [CH3:1][C:2]1([CH3:12])[O:6][C@H:5]([C:7]([CH3:11])([CH3:10])[CH2:8][OH:9])[CH2:4][O:3]1.C(N(CC)CC)C.[N+:20]([C:23]1[CH:28]=[CH:27][C:26]([S:29](O[S:29]([C:26]2[CH:25]=[CH:24][C:23]([N+:20]([O-:22])=[O:21])=[CH:28][CH:27]=2)(=[O:31])=[O:30])(=[O:31])=[O:30])=[CH:25][CH:24]=1)([O-:22])=[O:21]. Product: [N+:20]([C:23]1[CH:24]=[CH:25][C:26]([S:29]([O:9][CH2:8][C:7]([C@@H:5]2[CH2:4][O:3][C:2]([CH3:12])([CH3:1])[O:6]2)([CH3:11])[CH3:10])(=[O:31])=[O:30])=[CH:27][CH:28]=1)([O-:22])=[O:21]. The catalyst class is: 2. (3) Reactant: Cl[C:2]1[C:3]2[C:10]3[CH2:11][CH2:12][CH:13]([C:15]([O:17]CC)=[O:16])[CH2:14][C:9]=3[S:8][C:4]=2[N:5]=[CH:6][N:7]=1.[NH2:20][C:21]1[CH:22]=[C:23]2[C:27](=[CH:28][C:29]=1[O:30][CH3:31])[NH:26][N:25]=[CH:24]2.Cl.O1CCOCC1. Product: [CH3:31][O:30][C:29]1[CH:28]=[C:27]2[C:23]([CH:24]=[N:25][NH:26]2)=[CH:22][C:21]=1[NH:20][C:2]1[C:3]2[C:10]3[CH2:11][CH2:12][CH:13]([C:15]([OH:17])=[O:16])[CH2:14][C:9]=3[S:8][C:4]=2[N:5]=[CH:6][N:7]=1. The catalyst class is: 8. (4) The catalyst class is: 12. Product: [F:8][C:6]1[CH:5]=[C:4](/[CH:9]=[CH:10]/[C:11]([C:13]2[CH:18]=[CH:17][C:16](=[O:19])[NH:15][CH:14]=2)=[O:12])[CH:3]=[C:2]([F:1])[CH:7]=1. Reactant: [F:1][C:2]1[CH:3]=[C:4](/[CH:9]=[CH:10]/[C:11]([C:13]2[CH:14]=[N:15][C:16]([O:19]C)=[CH:17][CH:18]=2)=[O:12])[CH:5]=[C:6]([F:8])[CH:7]=1.Cl. (5) Product: [C:1]([C:4]1[C:5]([O:27][CH2:28][CH2:29][C:30]2[CH:35]=[CH:34][CH:33]=[CH:32][N+:31]=2[O-:36])=[C:6]([O:15][CH2:16][CH2:17][CH:18]([C:20]2[CH:21]=[CH:22][C:23]([F:26])=[CH:24][CH:25]=2)[CH3:19])[C:7]2[O:11][C:10]([CH3:12])=[N:9][C:8]=2[C:13]=1[CH3:14])(=[O:3])[CH3:2]. Reactant: [C:1]([C:4]1[C:5]([O:27][CH2:28][CH2:29][C:30]2[CH:35]=[CH:34][CH:33]=[CH:32][N:31]=2)=[C:6]([O:15][CH2:16][CH2:17][CH:18]([C:20]2[CH:25]=[CH:24][C:23]([F:26])=[CH:22][CH:21]=2)[CH3:19])[C:7]2[O:11][C:10]([CH3:12])=[N:9][C:8]=2[C:13]=1[CH3:14])(=[O:3])[CH3:2].[OH:36]O. The catalyst class is: 15. (6) Reactant: Br[C:2]1[CH:7]=[C:6]([OH:8])[CH:5]=[CH:4][C:3]=1[C:9]1[O:10][C:11]2[CH:17]=[CH:16][C:15]([OH:18])=[CH:14][C:12]=2[CH:13]=1.[C:19]1(B(O)O)[CH:24]=[CH:23][CH:22]=[CH:21][CH:20]=1.Cl.[CH3:29][CH2:30][OH:31]. Product: [CH2:30]([O:31][C:5]1[C:6]([OH:8])=[CH:7][C:2]([C:19]2[CH:24]=[CH:23][CH:22]=[CH:21][CH:20]=2)=[C:3]([C:9]2[O:10][C:11]3[CH:17]=[CH:16][C:15]([OH:18])=[CH:14][C:12]=3[CH:13]=2)[CH:4]=1)[C:29]1[CH:6]=[CH:7][CH:2]=[CH:3][CH:4]=1. The catalyst class is: 73. (7) The catalyst class is: 7. Reactant: [C:1]([O:4][C:5]1[CH:14]=[CH:13][C:8]2[N:9]=[C:10]([CH3:12])[O:11][C:7]=2[CH:6]=1)(=[O:3])[CH3:2].FC(F)(F)C(O)=[O:18].C(=O)([O-])O.[Na+]. Product: [C:1]([O:4][C:5]1[CH:14]=[CH:13][C:8]([NH:9][C:10](=[O:18])[CH3:12])=[C:7]([OH:11])[CH:6]=1)(=[O:3])[CH3:2]. (8) Reactant: [C:1]([C:3]1[N:8]=[CH:7][C:6]([CH3:9])=[CH:5][CH:4]=1)#[N:2].C(OOC(=O)C1C=CC=CC=1)(=O)C1C=CC=CC=1.[Br:28]N1C(=O)CCC1=O. Product: [C:1]([C:3]1[N:8]=[CH:7][C:6]([CH2:9][Br:28])=[CH:5][CH:4]=1)#[N:2]. The catalyst class is: 53. (9) Reactant: CI.[F:3][C:4]1[CH:9]=[CH:8][C:7]([C:10]2[C:11](=[O:32])[NH:12][C:13]([CH2:22][CH2:23][CH2:24][CH2:25][C:26]3[CH:31]=[CH:30][CH:29]=[CH:28][CH:27]=3)=[N:14][C:15]=2[C:16]2[CH:21]=[CH:20][N:19]=[CH:18][CH:17]=2)=[CH:6][CH:5]=1.[C:33](=O)([O-])[O-].[K+].[K+]. Product: [F:3][C:4]1[CH:9]=[CH:8][C:7]([C:10]2[C:11](=[O:32])[N:12]([CH3:33])[C:13]([CH2:22][CH2:23][CH2:24][CH2:25][C:26]3[CH:27]=[CH:28][CH:29]=[CH:30][CH:31]=3)=[N:14][C:15]=2[C:16]2[CH:17]=[CH:18][N:19]=[CH:20][CH:21]=2)=[CH:6][CH:5]=1. The catalyst class is: 9.